Dataset: NCI-60 drug combinations with 297,098 pairs across 59 cell lines. Task: Regression. Given two drug SMILES strings and cell line genomic features, predict the synergy score measuring deviation from expected non-interaction effect. Drug 1: C1=CC(=CC=C1CCC2=CNC3=C2C(=O)NC(=N3)N)C(=O)NC(CCC(=O)O)C(=O)O. Drug 2: CC12CCC3C(C1CCC2O)C(CC4=C3C=CC(=C4)O)CCCCCCCCCS(=O)CCCC(C(F)(F)F)(F)F. Cell line: OVCAR-5. Synergy scores: CSS=21.2, Synergy_ZIP=-3.74, Synergy_Bliss=-0.420, Synergy_Loewe=-1.27, Synergy_HSA=1.82.